Task: Regression. Given two drug SMILES strings and cell line genomic features, predict the synergy score measuring deviation from expected non-interaction effect.. Dataset: NCI-60 drug combinations with 297,098 pairs across 59 cell lines (1) Drug 1: CC12CCC(CC1=CCC3C2CCC4(C3CC=C4C5=CN=CC=C5)C)O. Drug 2: CC1=CC=C(C=C1)C2=CC(=NN2C3=CC=C(C=C3)S(=O)(=O)N)C(F)(F)F. Cell line: OVCAR-4. Synergy scores: CSS=18.4, Synergy_ZIP=0.736, Synergy_Bliss=3.49, Synergy_Loewe=5.69, Synergy_HSA=5.20. (2) Drug 1: CC1CCC2CC(C(=CC=CC=CC(CC(C(=O)C(C(C(=CC(C(=O)CC(OC(=O)C3CCCCN3C(=O)C(=O)C1(O2)O)C(C)CC4CCC(C(C4)OC)OCCO)C)C)O)OC)C)C)C)OC. Drug 2: CN(CCCl)CCCl.Cl. Cell line: HCC-2998. Synergy scores: CSS=13.4, Synergy_ZIP=-9.52, Synergy_Bliss=-2.59, Synergy_Loewe=-5.46, Synergy_HSA=-0.399. (3) Drug 1: C1=NC2=C(N1)C(=S)N=C(N2)N. Drug 2: CCC(=C(C1=CC=CC=C1)C2=CC=C(C=C2)OCCN(C)C)C3=CC=CC=C3.C(C(=O)O)C(CC(=O)O)(C(=O)O)O. Cell line: HCT116. Synergy scores: CSS=36.7, Synergy_ZIP=0.308, Synergy_Bliss=-1.65, Synergy_Loewe=-14.4, Synergy_HSA=-1.65. (4) Drug 1: CC12CCC3C(C1CCC2=O)CC(=C)C4=CC(=O)C=CC34C. Drug 2: C1=CC(=CC=C1CCCC(=O)O)N(CCCl)CCCl. Cell line: HT29. Synergy scores: CSS=-0.162, Synergy_ZIP=-17.9, Synergy_Bliss=-39.4, Synergy_Loewe=-53.5, Synergy_HSA=-38.4. (5) Drug 1: COC1=C(C=C2C(=C1)N=CN=C2NC3=CC(=C(C=C3)F)Cl)OCCCN4CCOCC4. Drug 2: CC1=C(C(CCC1)(C)C)C=CC(=CC=CC(=CC(=O)O)C)C. Cell line: HOP-62. Synergy scores: CSS=16.4, Synergy_ZIP=-1.88, Synergy_Bliss=6.41, Synergy_Loewe=2.41, Synergy_HSA=3.52.